This data is from Forward reaction prediction with 1.9M reactions from USPTO patents (1976-2016). The task is: Predict the product of the given reaction. (1) Given the reactants Br[C:2]1[C:3](=[O:22])[O:4][CH2:5][C:6]=1[C:7]1[CH:12]=[C:11]([Cl:13])[CH:10]=[CH:9][C:8]=1[O:14][CH2:15][C:16]1[CH:21]=[CH:20][CH:19]=[CH:18][CH:17]=1.[C:23]([C:26]1[CH:27]=[C:28](B(O)O)[CH:29]=[CH:30][CH:31]=1)([OH:25])=[O:24].C1([As](C2C=CC=CC=2)C2C=CC=CC=2)C=CC=CC=1.C(OCC)(=O)C, predict the reaction product. The product is: [CH2:15]([O:14][C:8]1[CH:9]=[CH:10][C:11]([Cl:13])=[CH:12][C:7]=1[C:6]1[CH2:5][O:4][C:3](=[O:22])[C:2]=1[C:30]1[CH:31]=[C:26]([CH:27]=[CH:28][CH:29]=1)[C:23]([OH:25])=[O:24])[C:16]1[CH:21]=[CH:20][CH:19]=[CH:18][CH:17]=1. (2) Given the reactants [CH2:1]([O:8][C:9]1[CH:18]=[CH:17][C:12]([C:13]([O:15][CH3:16])=[O:14])=[CH:11][C:10]=1Br)[C:2]1[CH:7]=[CH:6][CH:5]=[CH:4][CH:3]=1.C(=O)([O-])[O-].[Cs+].[Cs+].[CH3:26]/[C:27](/B(O)O)=[CH:28]/[CH3:29].O, predict the reaction product. The product is: [CH2:1]([O:8][C:9]1[CH:18]=[CH:17][C:12]([C:13]([O:15][CH3:16])=[O:14])=[CH:11][C:10]=1/[C:27](/[CH3:26])=[CH:28]\[CH3:29])[C:2]1[CH:7]=[CH:6][CH:5]=[CH:4][CH:3]=1. (3) Given the reactants N[C:2]1[CH:3]=[C:4]([CH:8]=[CH:9][CH:10]=1)[C:5]([NH2:7])=[O:6].[CH:11](=[O:17])[C:12]1[O:16][CH:15]=[CH:14][CH:13]=1, predict the reaction product. The product is: [CH:11]([C:12]1[O:16][C:15]([C:2]2[CH:3]=[C:4]([CH:8]=[CH:9][CH:10]=2)[C:5]([NH2:7])=[O:6])=[CH:14][CH:13]=1)=[O:17]. (4) Given the reactants [CH:1]1([C:7]2[CH:20]=[CH:19][C:10]([O:11][CH2:12][C@H:13]3[O:17][C:16]([NH2:18])=[N:15][CH2:14]3)=[CH:9][CH:8]=2)[CH2:6][CH2:5][CH2:4][CH2:3][CH2:2]1.C1O[C@H]1CCl.C1(C2C=CC(O)=CC=2)CCCCC1.C([O:41][C:42](=O)[CH:43]([CH:47]=O)[CH:44]([CH3:46])[CH3:45])C, predict the reaction product. The product is: [CH:1]1([C:7]2[CH:20]=[CH:19][C:10]([O:11][CH2:12][C@H:13]3[O:17][C:16]4=[N:18][C:42](=[O:41])[C:43]([CH:44]([CH3:46])[CH3:45])=[CH:47][N:15]4[CH2:14]3)=[CH:9][CH:8]=2)[CH2:2][CH2:3][CH2:4][CH2:5][CH2:6]1. (5) Given the reactants [NH2:1][C:2]1[CH:31]=[CH:30][C:5]([CH2:6][C:7]2[NH:15][C:14]3[C:13](=[O:16])[N:12]([CH2:17][C:18]4[CH:23]=[CH:22][CH:21]=[CH:20][C:19]=4[F:24])[C:11](=[O:25])[N:10]([CH2:26][CH:27]4[CH2:29][CH2:28]4)[C:9]=3[N:8]=2)=[CH:4][CH:3]=1.[CH3:32][N:33]1[CH:37]=[C:36]([S:38](Cl)(=[O:40])=[O:39])[CH:35]=[N:34]1, predict the reaction product. The product is: [CH:27]1([CH2:26][N:10]2[C:9]3[N:8]=[C:7]([CH2:6][C:5]4[CH:4]=[CH:3][C:2]([NH:1][S:38]([C:36]5[CH:35]=[N:34][N:33]([CH3:32])[CH:37]=5)(=[O:40])=[O:39])=[CH:31][CH:30]=4)[NH:15][C:14]=3[C:13](=[O:16])[N:12]([CH2:17][C:18]3[CH:23]=[CH:22][CH:21]=[CH:20][C:19]=3[F:24])[C:11]2=[O:25])[CH2:28][CH2:29]1. (6) Given the reactants [CH2:1]([CH:3]([CH2:6][CH2:7][CH2:8][CH3:9])[CH2:4][OH:5])[CH3:2].[OH-].[Na+], predict the reaction product. The product is: [CH2:1]([C:3](=[CH:6][CH2:7][CH2:8][CH3:9])[CH:4]=[O:5])[CH3:2].